This data is from Forward reaction prediction with 1.9M reactions from USPTO patents (1976-2016). The task is: Predict the product of the given reaction. (1) Given the reactants C(OC([N:8]1[CH2:13][CH:12]=[C:11]([C:14]2[CH:19]=[CH:18][C:17]([NH:20][C:21]3[N:29]=[C:28]4[C:24]([N:25]=[CH:26][N:27]4C4CCCCO4)=[C:23]([NH:36][CH:37]4[CH2:42][CH2:41][CH2:40][CH2:39][CH2:38]4)[N:22]=3)=[C:16]([O:43][CH3:44])[CH:15]=2)[CH2:10][CH2:9]1)=O)(C)(C)C, predict the reaction product. The product is: [CH:37]1([NH:36][C:23]2[N:22]=[C:21]([NH:20][C:17]3[CH:18]=[CH:19][C:14]([C:11]4[CH2:12][CH2:13][NH:8][CH2:9][CH:10]=4)=[CH:15][C:16]=3[O:43][CH3:44])[N:29]=[C:28]3[C:24]=2[N:25]=[CH:26][NH:27]3)[CH2:38][CH2:39][CH2:40][CH2:41][CH2:42]1. (2) The product is: [C:1]([O:5][C:6](=[O:20])[C:7]([CH3:8])([S:9][C:10]1[CH:11]=[CH:12][C:13]([C:14]([O:16][CH2:29][C:28]2[C:24]([CH2:21][CH2:22][CH3:23])=[N:25][N:26]([CH2:31][C:32]3[CH:33]=[CH:34][C:35]([C:38]([F:41])([F:39])[F:40])=[CH:36][CH:37]=3)[CH:27]=2)=[O:15])=[CH:17][CH:18]=1)[CH3:19])([CH3:2])([CH3:3])[CH3:4]. Given the reactants [C:1]([O:5][C:6](=[O:20])[C:7]([CH3:19])([S:9][C:10]1[CH:18]=[CH:17][C:13]([C:14]([OH:16])=[O:15])=[CH:12][CH:11]=1)[CH3:8])([CH3:4])([CH3:3])[CH3:2].[CH2:21]([C:24]1[C:28]([CH2:29]O)=[CH:27][N:26]([CH2:31][C:32]2[CH:37]=[CH:36][C:35]([C:38]([F:41])([F:40])[F:39])=[CH:34][CH:33]=2)[N:25]=1)[CH2:22][CH3:23].C1(N=C=NC2CCCCC2)CCCCC1, predict the reaction product. (3) Given the reactants [CH3:1][O:2][C:3](=[O:16])[C:4]1[CH:9]=[C:8]([C:10]2[O:11][CH:12]=[CH:13][N:14]=2)[CH:7]=[C:6]([NH2:15])[CH:5]=1.C(=O)([O-])[O-].[Na+].[Na+].Cl[C:24]([O:26][CH2:27][C:28]1[CH:33]=[CH:32][CH:31]=[CH:30][CH:29]=1)=[O:25], predict the reaction product. The product is: [CH3:1][O:2][C:3](=[O:16])[C:4]1[CH:9]=[C:8]([C:10]2[O:11][CH:12]=[CH:13][N:14]=2)[CH:7]=[C:6]([NH:15][C:24]([O:26][CH2:27][C:28]2[CH:33]=[CH:32][CH:31]=[CH:30][CH:29]=2)=[O:25])[CH:5]=1. (4) Given the reactants C[O:2][C:3](=[O:27])[C:4]1[CH:9]=[CH:8][CH:7]=[C:6]([C:10]2[CH:11]=[C:12]([C:20]([S:23]([CH3:26])(=[O:25])=[O:24])([CH3:22])[CH3:21])[CH:13]=[C:14]3[C:19]=2[N:18]=[CH:17][CH:16]=[CH:15]3)[CH:5]=1.[Li+].[OH-].Cl, predict the reaction product. The product is: [CH3:26][S:23]([C:20]([C:12]1[CH:13]=[C:14]2[C:19](=[C:10]([C:6]3[CH:5]=[C:4]([CH:9]=[CH:8][CH:7]=3)[C:3]([OH:27])=[O:2])[CH:11]=1)[N:18]=[CH:17][CH:16]=[CH:15]2)([CH3:22])[CH3:21])(=[O:25])=[O:24]. (5) Given the reactants [C:1](=[N:14][C:15]1[CH:16]=[CH:17][C:18]([F:30])=[C:19]([C:21]23[CH2:28][CH:27]2[CH2:26][O:25][CH2:24][C:23](=O)[NH:22]3)[CH:20]=1)([C:8]1[CH:13]=[CH:12][CH:11]=[CH:10][CH:9]=1)[C:2]1[CH:7]=[CH:6][CH:5]=[CH:4][CH:3]=1.COC1C=CC(P2(=S)SP(=S)(C3C=CC(OC)=CC=3)[S:40]2)=CC=1.C([O-])(O)=O.[Na+], predict the reaction product. The product is: [C:1](=[N:14][C:15]1[CH:16]=[CH:17][C:18]([F:30])=[C:19]([C:21]23[CH2:28][CH:27]2[CH2:26][O:25][CH2:24][C:23](=[S:40])[NH:22]3)[CH:20]=1)([C:8]1[CH:13]=[CH:12][CH:11]=[CH:10][CH:9]=1)[C:2]1[CH:7]=[CH:6][CH:5]=[CH:4][CH:3]=1. (6) Given the reactants [F:1][C:2]1[CH:7]=[CH:6][C:5]([NH:8][NH2:9])=[CH:4][CH:3]=1.[OH:10][C:11]1[CH:18]=[C:17]([OH:19])[CH:16]=[CH:15][C:12]=1[CH:13]=O, predict the reaction product. The product is: [F:1][C:2]1[CH:7]=[CH:6][C:5]([NH:8][N:9]=[CH:13][C:12]2[CH:15]=[CH:16][C:17]([OH:19])=[CH:18][C:11]=2[OH:10])=[CH:4][CH:3]=1. (7) Given the reactants [Br:1]Br.[CH:3]([O:6][C:7]([N:9]1[CH2:15][CH2:14][CH2:13][CH:12]([N:16]([C:32](=[O:34])[CH3:33])[CH2:17][C:18]2[CH:23]=[C:22]([C:24]([F:27])([F:26])[F:25])[CH:21]=[C:20]([C:28]([F:31])([F:30])[F:29])[CH:19]=2)[C:11]2[CH:35]=[CH:36][C:37]([CH3:39])=[CH:38][C:10]1=2)=[O:8])([CH3:5])[CH3:4], predict the reaction product. The product is: [CH:3]([O:6][C:7]([N:9]1[CH2:15][CH2:14][CH2:13][CH:12]([N:16]([C:32](=[O:34])[CH3:33])[CH2:17][C:18]2[CH:23]=[C:22]([C:24]([F:25])([F:26])[F:27])[CH:21]=[C:20]([C:28]([F:29])([F:30])[F:31])[CH:19]=2)[C:11]2[CH:35]=[C:36]([Br:1])[C:37]([CH3:39])=[CH:38][C:10]1=2)=[O:8])([CH3:4])[CH3:5]. (8) Given the reactants [Cl:1][C:2]1[CH:7]=[CH:6][CH:5]=[CH:4][C:3]=1[CH:8]([C:20]1[CH:31]=[CH:30][C:23]([C:24]([NH:26][CH:27]2[CH2:29][CH2:28]2)=[O:25])=[C:22]([F:32])[CH:21]=1)[CH2:9][C:10]([C:12]1[CH:17]=[CH:16][C:15](=[O:18])[N:14]([CH3:19])[CH:13]=1)=O.Cl.[NH2:34][OH:35].C([O-])(O)=O.[Na+], predict the reaction product. The product is: [Cl:1][C:2]1[CH:7]=[CH:6][CH:5]=[CH:4][C:3]=1[CH:8]([C:20]1[CH:31]=[CH:30][C:23]([C:24]([NH:26][CH:27]2[CH2:29][CH2:28]2)=[O:25])=[C:22]([F:32])[CH:21]=1)[CH2:9]/[C:10](=[N:34]\[OH:35])/[C:12]1[CH:17]=[CH:16][C:15](=[O:18])[N:14]([CH3:19])[CH:13]=1. (9) Given the reactants [Br:1][C:2]1[C:7]([OH:8])=[C:6]([CH2:9][CH2:10][N:11]2[CH2:16][CH2:15][N:14]([C:17]3[CH:26]=[CH:25][CH:24]=[C:23]4[C:18]=3[CH:19]=[CH:20][C:21]([C:27]([F:30])([F:29])[F:28])=[N:22]4)[CH2:13][CH2:12]2)[C:5]([F:31])=[CH:4][CH:3]=1.Br[CH2:33][C:34]([NH2:36])=[O:35].C([O-])([O-])=O.[K+].[K+], predict the reaction product. The product is: [Br:1][C:2]1[C:7]([O:8][CH2:33][C:34]([NH2:36])=[O:35])=[C:6]([CH2:9][CH2:10][N:11]2[CH2:16][CH2:15][N:14]([C:17]3[CH:26]=[CH:25][CH:24]=[C:23]4[C:18]=3[CH:19]=[CH:20][C:21]([C:27]([F:30])([F:29])[F:28])=[N:22]4)[CH2:13][CH2:12]2)[C:5]([F:31])=[CH:4][CH:3]=1. (10) Given the reactants [Cl:1][C:2]1[N:7]=[C:6]([NH:8][C:9]2[CH:17]=[C:16]3[C:12]([C:13]([CH3:18])=[N:14][NH:15]3)=[CH:11][CH:10]=2)[CH:5]=[CH:4][N:3]=1.C(N(CC)CC)C.C(#N)C.[C:29](O[C:29]([O:31][C:32]([CH3:35])([CH3:34])[CH3:33])=[O:30])([O:31][C:32]([CH3:35])([CH3:34])[CH3:33])=[O:30], predict the reaction product. The product is: [Cl:1][C:2]1[N:7]=[C:6]([NH:8][C:9]2[CH:17]=[C:16]3[C:12]([C:13]([CH3:18])=[N:14][N:15]3[C:29]([O:31][C:32]([CH3:35])([CH3:34])[CH3:33])=[O:30])=[CH:11][CH:10]=2)[CH:5]=[CH:4][N:3]=1.